This data is from Catalyst prediction with 721,799 reactions and 888 catalyst types from USPTO. The task is: Predict which catalyst facilitates the given reaction. (1) Reactant: Cl[C:2]1[N:10]([CH2:11][C:12]2[CH:17]=[CH:16][C:15]([Cl:18])=[CH:14][CH:13]=2)[C:9]2[C:8](=[O:19])[N:7]([CH2:20][CH2:21][CH2:22][OH:23])[C:6](=[O:24])[N:5]([CH2:25][CH3:26])[C:4]=2[N:3]=1.[CH3:27][C:28]1[CH:29]=[C:30]([OH:34])[CH:31]=[N:32][CH:33]=1.C(=O)([O-])[O-].[K+].[K+].C(OCC)(=O)C. Product: [Cl:18][C:15]1[CH:16]=[CH:17][C:12]([CH2:11][N:10]2[C:9]3[C:8](=[O:19])[N:7]([CH2:20][CH2:21][CH2:22][OH:23])[C:6](=[O:24])[N:5]([CH2:25][CH3:26])[C:4]=3[N:3]=[C:2]2[O:34][C:30]2[CH:31]=[N:32][CH:33]=[C:28]([CH3:27])[CH:29]=2)=[CH:13][CH:14]=1. The catalyst class is: 18. (2) Reactant: C([O:3][C:4](=[O:30])[CH2:5][C@H:6]1[C:14]2[C:9](=[CH:10][C:11]([O:15][CH2:16][CH2:17][CH2:18][O:19][C:20]3[CH:29]=[CH:28][C:23]4[C:24]([CH3:27])=[CH:25][O:26][C:22]=4[CH:21]=3)=[CH:12][CH:13]=2)[CH2:8][CH2:7]1)C.O[Li].O. Product: [CH3:27][C:24]1[C:23]2[CH:28]=[CH:29][C:20]([O:19][CH2:18][CH2:17][CH2:16][O:15][C:11]3[CH:10]=[C:9]4[C:14](=[CH:13][CH:12]=3)[C@H:6]([CH2:5][C:4]([OH:30])=[O:3])[CH2:7][CH2:8]4)=[CH:21][C:22]=2[O:26][CH:25]=1. The catalyst class is: 20.